Dataset: Experimentally validated miRNA-target interactions with 360,000+ pairs, plus equal number of negative samples. Task: Binary Classification. Given a miRNA mature sequence and a target amino acid sequence, predict their likelihood of interaction. (1) The miRNA is mmu-miR-455-5p with sequence UAUGUGCCUUUGGACUACAUCG. The protein sequence of the target gene is MPRRKQQAPKRAAGYAQEEQLKEEEEIKEEEEEEDSGSVAQLQGGNDTGTDEELETGPEQKGCFSYQNSPGSHLSNQDAENESLLSDASDQVSDIKSVCGRDASDKKAHTHVRLPNEAHNCMDKMTAVYANILSDSYWSGLGLGFKLSNSERRNCDTRNGSNKSDFDWHQDALSKSLQQNLPSRSVSKPSLFSSVQLYRQSSKMCGTVFTGASRFRCRQCSAAYDTLVELTVHMNETGHYQDDNRKKDKLRPTSYSKPRKRAFQDMDKEDAQKVLKCMFCGDSFDSLQDLSVHMIKTKHY.... Result: 0 (no interaction). (2) The miRNA is hsa-miR-8063 with sequence UCAAAAUCAGGAGUCGGGGCUU. The protein sequence of the target gene is MKRLGSVQRKMPCVFVTEVKEEPSSKREHQPFKVLATETVSHKALDADIYSAIPTEKVDGTCCYVTTYKDQPYLWARLDRKPNKQAEKRFKNFLHSKENPKEFFWNVEEDFKPAPECWIPAKETEQINGNPVPDENGHIPGWVPVEKNNKQYCWHSSVVNYEFEIALVLKHHPDDSGLLEISAVPLSDLLEQTLELIGTNINGNPYGLGSKKHPLHLLIPHGAFQIRNLPSLKHNDLVSWFEDCKEGKIEGIVWHCSDGCLIKVHRHHLGLCWPIPDTYMNSRPVIINMNLNKCDSAFDI.... Result: 1 (interaction). (3) The miRNA is hsa-miR-940 with sequence AAGGCAGGGCCCCCGCUCCCC. The protein sequence of the target gene is MELVAGCYEQVLFGFAVHPEPEACGDHEQWTLVADFTHHAHTASLSAVAVNSRFVVTGSKDETIHIYDMKKKIEHGALVHHSGTITCLKFYGNRHLISGAEDGLICIWDAKKWECLKSIKAHKGQVTFLSIHPSGKLALSVGTDKTLRTWNLVEGRSAFIKNIKQNAHIVEWSPRGEQYVVIIQNKIDIYQLDTASISGTITNEKRISSVKFLSESVLAVAGDEEVIRFFDCDSLVCLCEFKAHENRVKDMFSFEIPEHHVIVSASSDGFIKMWKLKQDKKVPPSLLCEINTNARLTCLG.... Result: 1 (interaction). (4) The miRNA is hsa-miR-17-3p with sequence ACUGCAGUGAAGGCACUUGUAG. The protein sequence of the target gene is MSGRSVRAETRSRAKDDIKRVMAAIEKVRKWEKKWVTVGDTSLRIYKWVPVTEPKVDDKNKNKKKGKDEKCGSEVTTPENSSSPGMMDMHDDNSNQSSIADASPIKQENSSNSSPAPETNPPVPSDGTEAKADEAQADGKEHPGAEDASEEQNSQSSMENSVNSSEKAERQPSAESGLAAETSAVSQDLEGVPPSKKMKLEASQQNSEEM. Result: 0 (no interaction). (5) The miRNA is hsa-miR-548ah-3p with sequence CAAAAACUGCAGUUACUUUUGC. The protein sequence of the target gene is MGNLLKVLTCTDLEQGPNFFLDFENAQPTESEKEIYNQVNVVLKDAEGILEDLQSYRGAGHEIREAIQHPADEKLQEKAWGAVVPLVGKLKKFYEFSQRLEAALRGLLGALTSTPYSPTQHLEREQALAKQFAEILHFTLRFDELKMTNPAIQNDFSYYRRTLSRMRINNVPAEGENEVNNELANRMSLFYAEATPMLKTLSDATTKFVSENKNLPIENTTDCLSTMASVCRVMLETPEYRSRFTNEETVSFCLRVMVGVIILYDHVHPVGAFAKTSKIDMKGCIKVLKDQPPNSVEGLL.... Result: 0 (no interaction). (6) The miRNA is hsa-miR-6074 with sequence GAUAUUCAGAGGCUAGGUGG. The protein sequence of the target gene is MAERGQQPPPAKRLCCRPGGGGGGGGSSGGGGGAGGGYSSACRPGPRAGGAAAAAACGGGAALGLLPPGKTQSPESLLDIAARRVAEKWPFQRVEERFERIPEPVQRRIVYWSFPRSEREICMYSSFNTGGGAAGGPGDDSGGGGGAGGGGGGGSSSSPAATSAAATSAAAAAAAAAAAAAAAAGAGAPSVGAAGAADGGDETRLPFRRGIALLESGCVDNVLQVGFHLSGTVTEPAIQSEPETVCNVAISFDRCKITSVTCSCGNKDIFYCAHVVALSLYRIRKPDQVKLHLPISETLF.... Result: 1 (interaction).